From a dataset of Full USPTO retrosynthesis dataset with 1.9M reactions from patents (1976-2016). Predict the reactants needed to synthesize the given product. (1) Given the product [OH:20][C:17]1([C:1]2([C:5]#[N:6])[CH2:4][CH2:3][CH2:2]2)[CH2:18][CH2:19][O:15][CH2:16]1, predict the reactants needed to synthesize it. The reactants are: [CH:1]1([C:5]#[N:6])[CH2:4][CH2:3][CH2:2]1.C([N-]C(C)C)(C)C.[Li+].[O:15]1[CH2:19][CH2:18][C:17](=[O:20])[CH2:16]1.CN(C)P(N(C)C)(N(C)C)=O. (2) Given the product [F:1][C:2]([F:7])([F:6])[C:3]([OH:5])=[O:4].[F:8][C:9]([F:14])([F:13])[C:10]([OH:12])=[O:11].[Cl:22][C:23]1[CH:24]=[N:25][C:26]2[NH:27][C:28]3[CH:29]=[N:30][CH:31]=[C:32]([CH:54]=3)[CH2:33][CH2:34][C:35]3[CH:43]=[C:39]([NH:40][C:41]=1[N:42]=2)[CH:38]=[CH:37][C:36]=3[NH:44][C:45](=[O:53])[CH2:46][CH:47]1[CH2:52][CH2:51][N:50]([C:56]([NH:55][CH:58]([CH3:60])[CH3:59])=[O:57])[CH2:49][CH2:48]1, predict the reactants needed to synthesize it. The reactants are: [F:1][C:2]([F:7])([F:6])[C:3]([OH:5])=[O:4].[F:8][C:9]([F:14])([F:13])[C:10]([OH:12])=[O:11].FC(F)(F)C(O)=O.[Cl:22][C:23]1[CH:24]=[N:25][C:26]2[NH:27][C:28]3[CH:29]=[N:30][CH:31]=[C:32]([CH:54]=3)[CH2:33][CH2:34][C:35]3[CH:43]=[C:39]([NH:40][C:41]=1[N:42]=2)[CH:38]=[CH:37][C:36]=3[NH:44][C:45](=[O:53])[CH2:46][CH:47]1[CH2:52][CH2:51][NH:50][CH2:49][CH2:48]1.[N:55]([CH:58]([CH3:60])[CH3:59])=[C:56]=[O:57]. (3) Given the product [CH3:3][C:4]1[C:13]([CH3:14])=[C:12]([C:22]([O:24][CH3:25])=[O:23])[C:11]2[C:6](=[C:7]([F:20])[CH:8]=[C:9]([C:16]([CH3:19])([CH3:18])[CH3:17])[CH:10]=2)[N:5]=1, predict the reactants needed to synthesize it. The reactants are: [H-].[Na+].[CH3:3][C:4]1[C:13]([CH3:14])=[C:12](O)[C:11]2[C:6](=[C:7]([F:20])[CH:8]=[C:9]([C:16]([CH3:19])([CH3:18])[CH3:17])[CH:10]=2)[N:5]=1.Cl[C:22]([O:24][CH3:25])=[O:23]. (4) Given the product [C:16]([NH:19][NH:20][C:3](=[O:5])[C:2]([CH3:1])([N:7]1[CH:11]=[C:10]([N+:12]([O-:14])=[O:13])[C:9]([CH3:15])=[N:8]1)[CH3:6])(=[O:18])[CH3:17], predict the reactants needed to synthesize it. The reactants are: [CH3:1][C:2]([N:7]1[CH:11]=[C:10]([N+:12]([O-:14])=[O:13])[C:9]([CH3:15])=[N:8]1)([CH3:6])[C:3]([OH:5])=O.[C:16]([NH:19][NH2:20])(=[O:18])[CH3:17].CN(C(ON1N=NC2C=CC=NC1=2)=[N+](C)C)C.F[P-](F)(F)(F)(F)F.CCN(C(C)C)C(C)C. (5) The reactants are: Br[C:2]1[CH:7]=[N:6][C:5]2[N:8]([CH2:11][O:12][CH2:13][CH2:14][Si:15]([CH3:18])([CH3:17])[CH3:16])[CH:9]=[CH:10][C:4]=2[C:3]=1[NH:19][CH:20]1[CH2:25][CH2:24][CH2:23][CH2:22][CH2:21]1.C([Sn](CCCC)(CCCC)[C:31]([O:33]CC)=[CH2:32])CCC.Cl.[F-].[K+]. Given the product [CH:20]1([NH:19][C:3]2[C:2]([C:31](=[O:33])[CH3:32])=[CH:7][N:6]=[C:5]3[N:8]([CH2:11][O:12][CH2:13][CH2:14][Si:15]([CH3:18])([CH3:17])[CH3:16])[CH:9]=[CH:10][C:4]=23)[CH2:25][CH2:24][CH2:23][CH2:22][CH2:21]1, predict the reactants needed to synthesize it.